Dataset: NCI-60 drug combinations with 297,098 pairs across 59 cell lines. Task: Regression. Given two drug SMILES strings and cell line genomic features, predict the synergy score measuring deviation from expected non-interaction effect. (1) Drug 1: CS(=O)(=O)CCNCC1=CC=C(O1)C2=CC3=C(C=C2)N=CN=C3NC4=CC(=C(C=C4)OCC5=CC(=CC=C5)F)Cl. Drug 2: CC1C(C(CC(O1)OC2CC(CC3=C2C(=C4C(=C3O)C(=O)C5=C(C4=O)C(=CC=C5)OC)O)(C(=O)CO)O)N)O.Cl. Cell line: SN12C. Synergy scores: CSS=43.2, Synergy_ZIP=0.131, Synergy_Bliss=2.36, Synergy_Loewe=-11.7, Synergy_HSA=2.42. (2) Drug 1: C1CN1C2=NC(=NC(=N2)N3CC3)N4CC4. Drug 2: C1C(C(OC1N2C=NC(=NC2=O)N)CO)O. Cell line: HS 578T. Synergy scores: CSS=16.0, Synergy_ZIP=-5.02, Synergy_Bliss=1.08, Synergy_Loewe=1.04, Synergy_HSA=2.06. (3) Drug 1: C1=CC(=CC=C1CCC2=CNC3=C2C(=O)NC(=N3)N)C(=O)NC(CCC(=O)O)C(=O)O. Drug 2: CC1=C(C=C(C=C1)C(=O)NC2=CC(=CC(=C2)C(F)(F)F)N3C=C(N=C3)C)NC4=NC=CC(=N4)C5=CN=CC=C5. Cell line: COLO 205. Synergy scores: CSS=35.3, Synergy_ZIP=0.629, Synergy_Bliss=-1.12, Synergy_Loewe=-18.1, Synergy_HSA=-3.62.